The task is: Predict the reactants needed to synthesize the given product.. This data is from Full USPTO retrosynthesis dataset with 1.9M reactions from patents (1976-2016). (1) Given the product [CH2:14]([O:13][N:5]1[C:6]2[N:7]=[CH:8][N:9]=[C:10]([CH3:12])[C:11]=2[C:2]([NH:1][C:14](=[O:13])[C:15]2[CH:20]=[CH:19][CH:18]=[CH:17][CH:16]=2)=[CH:3][C:4]1=[O:21])[C:15]1[CH:20]=[CH:19][CH:18]=[CH:17][CH:16]=1, predict the reactants needed to synthesize it. The reactants are: [NH2:1][C:2]1[C:11]2[C:10]([CH3:12])=[N:9][CH:8]=[N:7][C:6]=2[N:5]([O:13][CH2:14][C:15]2[CH:20]=[CH:19][CH:18]=[CH:17][CH:16]=2)[C:4](=[O:21])[CH:3]=1. (2) Given the product [CH2:1]([O:3][C:4](=[O:32])[CH2:5][O:6][C:7]1[CH:12]=[CH:11][C:10]([S:13][C:14]2[CH:19]=[C:18]([O:20][CH2:21][CH2:22][CH2:23][N:24]3[CH2:29][CH2:28][O:27][CH2:26][CH2:25]3)[CH:17]=[C:16]([C:37]#[C:36][CH2:35][O:34][CH3:33])[CH:15]=2)=[CH:9][C:8]=1[Cl:31])[CH3:2], predict the reactants needed to synthesize it. The reactants are: [CH2:1]([O:3][C:4](=[O:32])[CH2:5][O:6][C:7]1[CH:12]=[CH:11][C:10]([S:13][C:14]2[CH:19]=[C:18]([O:20][CH2:21][CH2:22][CH2:23][N:24]3[CH2:29][CH2:28][O:27][CH2:26][CH2:25]3)[CH:17]=[C:16](Br)[CH:15]=2)=[CH:9][C:8]=1[Cl:31])[CH3:2].[CH3:33][O:34][CH2:35][C:36]#[CH:37]. (3) The reactants are: [CH2:1]([N:3]([CH2:24][CH3:25])[C:4]([C:6]1[CH:11]=[CH:10][C:9]([NH:12][C:13]2[N:18]=[C:17]([NH:19][CH3:20])[C:16]([N+:21]([O-])=O)=[CH:15][N:14]=2)=[CH:8][CH:7]=1)=[O:5])[CH3:2]. Given the product [NH2:21][C:16]1[C:17]([NH:19][CH3:20])=[N:18][C:13]([NH:12][C:9]2[CH:8]=[CH:7][C:6]([C:4]([N:3]([CH2:24][CH3:25])[CH2:1][CH3:2])=[O:5])=[CH:11][CH:10]=2)=[N:14][CH:15]=1, predict the reactants needed to synthesize it. (4) Given the product [NH2:27][C:7]1[C:6]2[N:5]([C:4]([C@@H:12]3[CH2:16][CH2:15][CH2:14][N:13]3[C:17]([O:19][CH2:20][C:21]3[CH:26]=[CH:25][CH:24]=[CH:23][CH:22]=3)=[O:18])=[N:3][C:2]=2[Br:1])[CH:10]=[CH:9][N:8]=1, predict the reactants needed to synthesize it. The reactants are: [Br:1][C:2]1[N:3]=[C:4]([C@@H:12]2[CH2:16][CH2:15][CH2:14][N:13]2[C:17]([O:19][CH2:20][C:21]2[CH:26]=[CH:25][CH:24]=[CH:23][CH:22]=2)=[O:18])[N:5]2[CH:10]=[CH:9][N:8]=[C:7](Cl)[C:6]=12.[NH3:27]. (5) The reactants are: COC1C=C(OC)C=CC=1C[NH:6][C:7]1[N:12]=[CH:11][N:10]=[C:9]2[N:13]([C@@H:35]3[CH2:43][CH2:42][CH2:41][C:40]4[N:39](S(C5C=CC(C)=CC=5)(=O)=O)[N:38]=[CH:37][C:36]3=4)[N:14]=[C:15]([C:16]3[CH:34]=[CH:33][C:19]([C:20]([NH:22][C:23]4[CH:28]=[C:27]([C:29]([F:32])([F:31])[F:30])[CH:26]=[CH:25][N:24]=4)=[O:21])=[CH:18][CH:17]=3)[C:8]=12. Given the product [NH2:6][C:7]1[N:12]=[CH:11][N:10]=[C:9]2[N:13]([C@@H:35]3[CH2:43][CH2:42][CH2:41][C:40]4[NH:39][N:38]=[CH:37][C:36]3=4)[N:14]=[C:15]([C:16]3[CH:17]=[CH:18][C:19]([C:20]([NH:22][C:23]4[CH:28]=[C:27]([C:29]([F:32])([F:31])[F:30])[CH:26]=[CH:25][N:24]=4)=[O:21])=[CH:33][CH:34]=3)[C:8]=12, predict the reactants needed to synthesize it. (6) Given the product [CH3:12][N:9]1[C:10]2[C:5](=[CH:4][CH:3]=[C:2]([NH2:1])[CH:11]=2)[C:6]([CH3:20])([CH3:19])[CH2:7][CH2:8]1, predict the reactants needed to synthesize it. The reactants are: [NH2:1][C:2]1[CH:11]=[C:10]2[C:5]([C:6]([CH3:20])([CH3:19])[CH2:7][CH2:8][N:9]2[C:12](OC(C)(C)C)=O)=[CH:4][CH:3]=1.[H-].[H-].[H-].[H-].[Li+].[Al+3]. (7) Given the product [Cl:1][C:2]1[CH:7]=[C:6]([F:8])[CH:5]=[CH:4][C:3]=1[CH:9]1[CH2:14][CH2:13][CH:12]([OH:15])[CH2:11][CH2:10]1, predict the reactants needed to synthesize it. The reactants are: [Cl:1][C:2]1[CH:7]=[C:6]([F:8])[CH:5]=[CH:4][C:3]=1[C:9]1[CH2:14][CH2:13][C:12](=[O:15])[CH2:11][CH:10]=1.